Dataset: Ames mutagenicity test results for genotoxicity prediction. Task: Regression/Classification. Given a drug SMILES string, predict its toxicity properties. Task type varies by dataset: regression for continuous values (e.g., LD50, hERG inhibition percentage) or binary classification for toxic/non-toxic outcomes (e.g., AMES mutagenicity, cardiotoxicity, hepatotoxicity). Dataset: ames. (1) The compound is CC(=O)c1ccc2c(c1)C(=O)C1(CC1)O2. The result is 0 (non-mutagenic). (2) The drug is Nc1ccc(Cl)cc1[N+](=O)[O-]. The result is 1 (mutagenic). (3) The drug is O=C1c2cc(S(=O)(=O)O)ccc2C(=O)c2c1cccc2[N+](=O)[O-]. The result is 1 (mutagenic). (4) The molecule is O=[N+]([O-])c1cc[n+]([O-])c2ccccc12. The result is 1 (mutagenic). (5) The compound is CC(C)Nc1ccccc1. The result is 0 (non-mutagenic). (6) The drug is O=CN(O)c1ccc(Cl)c(Cl)c1. The result is 0 (non-mutagenic). (7) The molecule is CC(Br)Br. The result is 0 (non-mutagenic).